Dataset: Full USPTO retrosynthesis dataset with 1.9M reactions from patents (1976-2016). Task: Predict the reactants needed to synthesize the given product. (1) Given the product [N+:1]([C:4]1[N:5]=[CH:6][N:7]([CH:10]2[CH2:13][O:12][CH2:11]2)[CH:8]=1)([O-:3])=[O:2], predict the reactants needed to synthesize it. The reactants are: [N+:1]([C:4]1[N:5]=[CH:6][NH:7][CH:8]=1)([O-:3])=[O:2].I[CH:10]1[CH2:13][O:12][CH2:11]1.C([O-])([O-])=O.[Cs+].[Cs+]. (2) Given the product [F:1][C:2]([F:18])([F:17])[C:3]1[CH:8]=[CH:7][CH:6]=[CH:5][C:4]=1[C:9]1[CH:14]=[CH:13][C:12]([CH2:15][NH:19][CH2:20][CH:21]([C:23]2[CH:28]=[CH:27][CH:26]=[CH:25][CH:24]=2)[OH:22])=[CH:11][CH:10]=1, predict the reactants needed to synthesize it. The reactants are: [F:1][C:2]([F:18])([F:17])[C:3]1[CH:8]=[CH:7][CH:6]=[CH:5][C:4]=1[C:9]1[CH:14]=[CH:13][C:12]([CH:15]=O)=[CH:11][CH:10]=1.[NH2:19][CH2:20][CH:21]([C:23]1[CH:28]=[CH:27][CH:26]=[CH:25][CH:24]=1)[OH:22].[BH-](OC(C)=O)(OC(C)=O)OC(C)=O.[Na+]. (3) Given the product [CH3:6][CH:5]([O:4][C:2](=[O:3])[NH:32][C:28]1[C:27]([NH2:33])=[N:26][C:25]([N:18]2[C:19]3[C:20](=[N:21][CH:22]=[CH:23][CH:24]=3)[C:16]([S:15][C:10]3[CH:11]=[CH:12][CH:13]=[CH:14][C:9]=3[F:8])=[N:17]2)=[N:30][C:29]=1[NH2:31])[CH3:7], predict the reactants needed to synthesize it. The reactants are: Cl[C:2]([O:4][CH:5]([CH3:7])[CH3:6])=[O:3].[F:8][C:9]1[CH:14]=[CH:13][CH:12]=[CH:11][C:10]=1[S:15][C:16]1[C:20]2=[N:21][CH:22]=[CH:23][CH:24]=[C:19]2[N:18]([C:25]2[N:30]=[C:29]([NH2:31])[C:28]([NH2:32])=[C:27]([NH2:33])[N:26]=2)[N:17]=1. (4) Given the product [N+:19]([C:16]1[CH:17]=[CH:18][C:13]([N:9]2[CH2:10][CH2:11][CH:6]([N:1]3[CH2:5][CH2:4][CH2:3][CH2:2]3)[CH2:7][CH2:8]2)=[CH:14][CH:15]=1)([O-:21])=[O:20], predict the reactants needed to synthesize it. The reactants are: [N:1]1([CH:6]2[CH2:11][CH2:10][NH:9][CH2:8][CH2:7]2)[CH2:5][CH2:4][CH2:3][CH2:2]1.F[C:13]1[CH:18]=[CH:17][C:16]([N+:19]([O-:21])=[O:20])=[CH:15][CH:14]=1. (5) Given the product [CH3:21][O:22][C:23](=[O:39])[C@@H:24]([NH:28][C:29]([O:31][CH2:32][C:33]1[CH:34]=[CH:35][CH:36]=[CH:37][CH:38]=1)=[O:30])[CH2:25][CH2:26][NH:27][C:11](=[O:13])[CH2:10][N:1]1[C:9]2[CH:8]=[CH:7][N:6]=[CH:5][C:4]=2[CH:3]=[CH:2]1, predict the reactants needed to synthesize it. The reactants are: [N:1]1([CH2:10][C:11]([OH:13])=O)[C:9]2[CH:8]=[CH:7][N:6]=[CH:5][C:4]=2[CH:3]=[CH:2]1.FC(F)(F)C(O)=O.[CH3:21][O:22][C:23](=[O:39])[C@@H:24]([NH:28][C:29]([O:31][CH2:32][C:33]1[CH:38]=[CH:37][CH:36]=[CH:35][CH:34]=1)=[O:30])[CH2:25][CH2:26][NH2:27].CN1CCOCC1.O.ON1C2C=CC=CC=2N=N1.